This data is from Reaction yield outcomes from USPTO patents with 853,638 reactions. The task is: Predict the reaction yield, written as a fraction of the theoretical maximum amount of product (1.0 means a 100% yield; for example, 0.34 means a 34% yield). The reactants are C(=O)=O.CC(C)=O.[Cl:8][C:9]1[CH:37]=[CH:36][C:12]2[N:13]([CH2:27][C:28]3[CH:33]=[CH:32][C:31]([O:34][CH3:35])=[CH:30][CH:29]=3)[C:14](=[O:26])[CH2:15][N:16]=[C:17]([C:18]3[CH:23]=[CH:22][C:21]([O:24][CH3:25])=[CH:20][CH:19]=3)[C:11]=2[CH:10]=1.CC([O-])(C)C.[K+].[Br:44][C:45]1[CH:46]=[C:47]([CH:50]=[CH:51][CH:52]=1)[CH2:48]Br. The catalyst is C1COCC1. The product is [Br:44][C:45]1[CH:46]=[C:47]([CH:50]=[CH:51][CH:52]=1)[CH2:48][CH:15]1[C:14](=[O:26])[N:13]([CH2:27][C:28]2[CH:33]=[CH:32][C:31]([O:34][CH3:35])=[CH:30][CH:29]=2)[C:12]2[CH:36]=[CH:37][C:9]([Cl:8])=[CH:10][C:11]=2[C:17]([C:18]2[CH:23]=[CH:22][C:21]([O:24][CH3:25])=[CH:20][CH:19]=2)=[N:16]1. The yield is 0.840.